Dataset: Reaction yield outcomes from USPTO patents with 853,638 reactions. Task: Predict the reaction yield, written as a fraction of the theoretical maximum amount of product (1.0 means a 100% yield; for example, 0.34 means a 34% yield). The reactants are [OH-].[Na+].BrBr.Br[O-].[N:7]1([CH2:12][C:13]23[CH2:21][CH:17]4[CH2:18][CH:19]([CH2:20]2)[C:15]([C:22](=[O:24])C)([CH2:16]4)[CH2:14]3)[CH:11]=[N:10][CH:9]=[N:8]1.CC(O)=[O:27]. The catalyst is O1CCOCC1.O. The product is [N:7]1([CH2:12][C:13]23[CH2:21][CH:17]4[CH2:18][CH:19]([CH2:20]2)[C:15]([C:22]([OH:24])=[O:27])([CH2:16]4)[CH2:14]3)[CH:11]=[N:10][CH:9]=[N:8]1. The yield is 0.750.